Dataset: Full USPTO retrosynthesis dataset with 1.9M reactions from patents (1976-2016). Task: Predict the reactants needed to synthesize the given product. Given the product [CH3:1][O:2][C:3]1[CH:24]=[CH:23][C:6]2[NH:7][C:8]([CH:10]3[O:15][CH2:14][CH2:13][NH:12][CH2:11]3)=[N:9][C:5]=2[CH:4]=1, predict the reactants needed to synthesize it. The reactants are: [CH3:1][O:2][C:3]1[CH:24]=[CH:23][C:6]2[NH:7][C:8]([CH:10]3[O:15][CH2:14][CH2:13][N:12](CC4C=CC=CC=4)[CH2:11]3)=[N:9][C:5]=2[CH:4]=1.Cl.C(Cl)Cl.